Dataset: Catalyst prediction with 721,799 reactions and 888 catalyst types from USPTO. Task: Predict which catalyst facilitates the given reaction. Reactant: C1N2CCN(CC2)C1.[CH2:9]([N:16]1[C:25]2[C:20](=[CH:21][CH:22]=[CH:23][N:24]=2)[C:19](Cl)=[C:18]([N+:27]([O-:29])=[O:28])[C:17]1=[O:30])[C:10]1[CH:15]=[CH:14][CH:13]=[CH:12][CH:11]=1.[N:31]1([C:37]([C:39]2[S:40][CH:41]=[CH:42][CH:43]=2)=[O:38])[CH2:36][CH2:35][NH:34][CH2:33][CH2:32]1. The catalyst class is: 264. Product: [CH2:9]([N:16]1[C:25]2[C:20](=[CH:21][CH:22]=[CH:23][N:24]=2)[C:19]([N:34]2[CH2:35][CH2:36][N:31]([C:37]([C:39]3[S:40][CH:41]=[CH:42][CH:43]=3)=[O:38])[CH2:32][CH2:33]2)=[C:18]([N+:27]([O-:29])=[O:28])[C:17]1=[O:30])[C:10]1[CH:15]=[CH:14][CH:13]=[CH:12][CH:11]=1.